This data is from Full USPTO retrosynthesis dataset with 1.9M reactions from patents (1976-2016). The task is: Predict the reactants needed to synthesize the given product. Given the product [O:18]=[C:13]([CH2:14][CH2:15][CH2:16][CH3:17])[CH2:1][P:2](=[O:7])([O:5][CH3:6])[O:3][CH3:4], predict the reactants needed to synthesize it. The reactants are: [CH3:1][P:2](=[O:7])([O:5][CH3:6])[O:3][CH3:4].[Li]CCCC.[C:13](OC)(=[O:18])[CH2:14][CH2:15][CH2:16][CH3:17].